Dataset: Peptide-MHC class I binding affinity with 185,985 pairs from IEDB/IMGT. Task: Regression. Given a peptide amino acid sequence and an MHC pseudo amino acid sequence, predict their binding affinity value. This is MHC class I binding data. (1) The peptide sequence is YRNFSFSLK. The MHC is HLA-B08:01 with pseudo-sequence HLA-B08:01. The binding affinity (normalized) is 0.0847. (2) The peptide sequence is LSDENYLLK. The MHC is HLA-A11:01 with pseudo-sequence HLA-A11:01. The binding affinity (normalized) is 0.957. (3) The peptide sequence is MTVDEVEDY. The MHC is HLA-A24:03 with pseudo-sequence HLA-A24:03. The binding affinity (normalized) is 0.0847. (4) The peptide sequence is MTACDDGRR. The MHC is HLA-A02:03 with pseudo-sequence HLA-A02:03. The binding affinity (normalized) is 0.104. (5) The peptide sequence is GAVAMSLTV. The MHC is HLA-A02:03 with pseudo-sequence HLA-A02:03. The binding affinity (normalized) is 0.546.